From a dataset of Full USPTO retrosynthesis dataset with 1.9M reactions from patents (1976-2016). Predict the reactants needed to synthesize the given product. The reactants are: Cl[C:2]1[CH:3]=[CH:4][C:5]2[N:6]([C:8]([C:11]3[C:20]4[C:15](=[CH:16][CH:17]=[CH:18][CH:19]=4)[CH:14]=[CH:13][CH:12]=3)=[CH:9][N:10]=2)[N:7]=1.O.C1(C)C=CC(S(O)(=O)=O)=CC=1.[NH2:33][CH2:34][CH2:35][CH2:36][CH2:37][OH:38]. Given the product [C:11]1([C:8]2[N:6]3[N:7]=[C:2]([NH:33][CH2:34][CH2:35][CH2:36][CH2:37][OH:38])[CH:3]=[CH:4][C:5]3=[N:10][CH:9]=2)[C:20]2[C:15](=[CH:16][CH:17]=[CH:18][CH:19]=2)[CH:14]=[CH:13][CH:12]=1, predict the reactants needed to synthesize it.